From a dataset of Catalyst prediction with 721,799 reactions and 888 catalyst types from USPTO. Predict which catalyst facilitates the given reaction. (1) Reactant: [F:1][C:2]1[CH:7]=[CH:6][CH:5]=[CH:4][C:3]=1[N:8]1[CH2:13][C:12]2[CH:14]=[CH:15][CH:16]=[CH:17][C:11]=2[NH:10][S:9]1(=[O:19])=[O:18].[Br:20][CH2:21][CH2:22][CH2:23]O.CC(OC(/N=N/C(OC(C)C)=O)=O)C.C1(P(C2C=CC=CC=2)C2C=CC=CC=2)C=CC=CC=1.[Cl-].[Na+]. Product: [Br:20][CH2:21][CH2:22][CH2:23][N:10]1[C:11]2[CH:17]=[CH:16][CH:15]=[CH:14][C:12]=2[CH2:13][N:8]([C:3]2[CH:4]=[CH:5][CH:6]=[CH:7][C:2]=2[F:1])[S:9]1(=[O:19])=[O:18]. The catalyst class is: 7. (2) Reactant: C[O:2][C:3]1[CH:4]=[C:5]2[C:9](=[CH:10][CH:11]=1)[NH:8][C:7]([CH3:12])=[CH:6]2.B(Br)(Br)Br.C(Cl)(Cl)Cl.CO. Product: [NH4+:8].[OH-:2].[CH3:12][C:7]1[NH:8][C:9]2[C:5]([CH:6]=1)=[CH:4][C:3]([OH:2])=[CH:11][CH:10]=2. The catalyst class is: 4. (3) Reactant: [BH4-].[Na+].[CH2:3]([O:5][C:6](=[O:34])[CH2:7][CH2:8][CH2:9][CH2:10][CH2:11][CH2:12][N:13]1[C@@H:17](/[CH:18]=[CH:19]/[C:20](=[O:30])[C:21]2[O:22][C:23]([C:26]([F:29])([F:28])[F:27])=[CH:24][CH:25]=2)[CH2:16][C:15]([CH3:32])([CH3:31])[C:14]1=[O:33])[CH3:4]. Product: [CH2:3]([O:5][C:6](=[O:34])[CH2:7][CH2:8][CH2:9][CH2:10][CH2:11][CH2:12][N:13]1[C@@H:17](/[CH:18]=[CH:19]/[CH:20]([OH:30])[C:21]2[O:22][C:23]([C:26]([F:27])([F:29])[F:28])=[CH:24][CH:25]=2)[CH2:16][C:15]([CH3:31])([CH3:32])[C:14]1=[O:33])[CH3:4]. The catalyst class is: 5. (4) Reactant: [NH2:1][CH2:2][C:3]1[CH:8]=[CH:7][C:6]([S:9]([NH:12][C:13]2[CH:18]=[CH:17][C:16]([O:19][CH2:20][CH2:21][N:22]([CH2:25][CH3:26])[CH2:23][CH3:24])=[CH:15][CH:14]=2)(=[O:11])=[O:10])=[CH:5][CH:4]=1.C(N([CH2:32][CH3:33])CC)C.FC1C=CC(S(Cl)(=O)=[O:42])=CC=1. Product: [CH2:23]([N:22]([CH2:25][CH3:26])[CH2:21][CH2:20][O:19][C:16]1[CH:17]=[CH:18][C:13]([NH:12][S:9]([C:6]2[CH:7]=[CH:8][C:3]([CH2:2][NH:1][C:32](=[O:42])[CH3:33])=[CH:4][CH:5]=2)(=[O:11])=[O:10])=[CH:14][CH:15]=1)[CH3:24]. The catalyst class is: 4.